This data is from NCI-60 drug combinations with 297,098 pairs across 59 cell lines. The task is: Regression. Given two drug SMILES strings and cell line genomic features, predict the synergy score measuring deviation from expected non-interaction effect. (1) Drug 1: CN(C)N=NC1=C(NC=N1)C(=O)N. Drug 2: C(=O)(N)NO. Cell line: MALME-3M. Synergy scores: CSS=-3.67, Synergy_ZIP=0.133, Synergy_Bliss=-2.43, Synergy_Loewe=-5.76, Synergy_HSA=-5.15. (2) Drug 1: CC=C1C(=O)NC(C(=O)OC2CC(=O)NC(C(=O)NC(CSSCCC=C2)C(=O)N1)C(C)C)C(C)C. Drug 2: CN(CCCl)CCCl.Cl. Cell line: MCF7. Synergy scores: CSS=40.6, Synergy_ZIP=-1.90, Synergy_Bliss=4.50, Synergy_Loewe=-2.67, Synergy_HSA=0.122. (3) Drug 1: C1CCC(CC1)NC(=O)N(CCCl)N=O. Synergy scores: CSS=59.7, Synergy_ZIP=3.32, Synergy_Bliss=4.28, Synergy_Loewe=-18.5, Synergy_HSA=5.20. Cell line: SR. Drug 2: CN(C)N=NC1=C(NC=N1)C(=O)N. (4) Drug 1: CC1C(C(CC(O1)OC2CC(CC3=C2C(=C4C(=C3O)C(=O)C5=C(C4=O)C(=CC=C5)OC)O)(C(=O)CO)O)N)O.Cl. Drug 2: COC1=CC(=CC(=C1O)OC)C2C3C(COC3=O)C(C4=CC5=C(C=C24)OCO5)OC6C(C(C7C(O6)COC(O7)C8=CC=CS8)O)O. Cell line: CAKI-1. Synergy scores: CSS=44.1, Synergy_ZIP=3.43, Synergy_Bliss=0.963, Synergy_Loewe=2.54, Synergy_HSA=3.74. (5) Drug 1: CC1C(C(CC(O1)OC2CC(CC3=C2C(=C4C(=C3O)C(=O)C5=C(C4=O)C(=CC=C5)OC)O)(C(=O)CO)O)N)O.Cl. Drug 2: C1CC(=O)NC(=O)C1N2CC3=C(C2=O)C=CC=C3N. Cell line: K-562. Synergy scores: CSS=4.10, Synergy_ZIP=-2.88, Synergy_Bliss=-3.09, Synergy_Loewe=-2.80, Synergy_HSA=-2.18. (6) Drug 1: CN(C)C1=NC(=NC(=N1)N(C)C)N(C)C. Drug 2: CCC1(CC2CC(C3=C(CCN(C2)C1)C4=CC=CC=C4N3)(C5=C(C=C6C(=C5)C78CCN9C7C(C=CC9)(C(C(C8N6C)(C(=O)OC)O)OC(=O)C)CC)OC)C(=O)OC)O.OS(=O)(=O)O. Cell line: OVCAR-5. Synergy scores: CSS=-3.84, Synergy_ZIP=-5.75, Synergy_Bliss=-8.83, Synergy_Loewe=-30.3, Synergy_HSA=-12.2. (7) Drug 2: CCC1(C2=C(COC1=O)C(=O)N3CC4=CC5=C(C=CC(=C5CN(C)C)O)N=C4C3=C2)O.Cl. Drug 1: C1C(C(OC1N2C=C(C(=O)NC2=O)F)CO)O. Cell line: MDA-MB-435. Synergy scores: CSS=12.4, Synergy_ZIP=-0.676, Synergy_Bliss=2.50, Synergy_Loewe=-6.70, Synergy_HSA=-1.26.